From a dataset of Forward reaction prediction with 1.9M reactions from USPTO patents (1976-2016). Predict the product of the given reaction. (1) The product is: [C:18]([C:16]1[CH:17]=[C:12]([S:9]([CH2:8][C:5]2[CH:6]=[CH:7][C:2]([C:45]3[CH:46]=[CH:47][C:42]([C:33]4[CH:38]=[CH:37][CH:36]=[CH:35][CH:34]=4)=[CH:43][CH:44]=3)=[CH:3][CH:4]=2)(=[O:11])=[O:10])[CH:13]=[C:14]([C:23]([CH3:26])([CH3:25])[CH3:24])[C:15]=1[OH:22])([CH3:21])([CH3:20])[CH3:19]. Given the reactants Br[C:2]1[CH:7]=[CH:6][C:5]([CH2:8][S:9]([C:12]2[CH:17]=[C:16]([C:18]([CH3:21])([CH3:20])[CH3:19])[C:15]([OH:22])=[C:14]([C:23]([CH3:26])([CH3:25])[CH3:24])[CH:13]=2)(=[O:11])=[O:10])=[CH:4][CH:3]=1.C(=O)([O-])[O-].[Na+].[Na+].[C:33]1([C:42]2[CH:47]=[CH:46][CH:45]=[CH:44][CH:43]=2)[CH:38]=[CH:37][C:36](B(O)O)=[CH:35][CH:34]=1, predict the reaction product. (2) Given the reactants [NH:1]1[C:9]2[C:4](=[CH:5][CH:6]=[C:7]([CH:10]([C:16]3[CH:21]=[CH:20][CH:19]=[C:18]([O:22][CH3:23])[CH:17]=3)[CH2:11][C:12]([NH:14][CH3:15])=O)[CH:8]=2)[CH:3]=[CH:2]1.N1C2C(=CC=CC=2C(C2C=CC=CC=2)CCNC)C=C1, predict the reaction product. The product is: [NH:1]1[C:9]2[C:4](=[CH:5][CH:6]=[C:7]([CH:10]([C:16]3[CH:21]=[CH:20][CH:19]=[C:18]([O:22][CH3:23])[CH:17]=3)[CH2:11][CH2:12][NH:14][CH3:15])[CH:8]=2)[CH:3]=[CH:2]1.